From a dataset of Peptide-MHC class I binding affinity with 185,985 pairs from IEDB/IMGT. Regression. Given a peptide amino acid sequence and an MHC pseudo amino acid sequence, predict their binding affinity value. This is MHC class I binding data. The peptide sequence is EYDFNKLLV. The MHC is HLA-A24:02 with pseudo-sequence HLA-A24:02. The binding affinity (normalized) is 0.0628.